From a dataset of Catalyst prediction with 721,799 reactions and 888 catalyst types from USPTO. Predict which catalyst facilitates the given reaction. The catalyst class is: 44. Reactant: Br[CH2:2][CH2:3][O:4][C:5]1[CH:10]=[CH:9][C:8]([NH:11][C:12](=[O:20])[C:13]2[CH:18]=[CH:17][CH:16]=[C:15]([F:19])[CH:14]=2)=[CH:7][C:6]=1[C:21]1[N:25]([CH3:26])[N:24]=[CH:23][CH:22]=1.O.[NH2:28][C:29]1[NH:33][N:32]=[N:31][N:30]=1.[H-].[Na+]. Product: [F:19][C:15]1[CH:14]=[C:13]([CH:18]=[CH:17][CH:16]=1)[C:12]([NH:11][C:8]1[CH:9]=[CH:10][C:5]([O:4][CH2:3][CH2:2][NH:28][C:29]2[NH:33][N:32]=[N:31][N:30]=2)=[C:6]([C:21]2[N:25]([CH3:26])[N:24]=[CH:23][CH:22]=2)[CH:7]=1)=[O:20].